Dataset: Catalyst prediction with 721,799 reactions and 888 catalyst types from USPTO. Task: Predict which catalyst facilitates the given reaction. Reactant: C[O:2][C:3](=[O:33])[CH2:4][CH2:5][CH2:6][CH2:7][CH2:8][NH:9][C:10]([C:12]1[C:16]([CH3:17])=[C:15]([CH:18]=[N:19][N:20]=[C:21]2[C:29]3[C:24](=[CH:25][CH:26]=[C:27]([F:30])[CH:28]=3)[NH:23][C:22]2=[O:31])[NH:14][C:13]=1[CH3:32])=[O:11].CO.[Li+].[OH-].Cl. Product: [F:30][C:27]1[CH:28]=[C:29]2[C:24](=[CH:25][CH:26]=1)[NH:23][C:22](=[O:31])[C:21]2=[N:20][N:19]=[CH:18][C:15]1[NH:14][C:13]([CH3:32])=[C:12]([C:10]([NH:9][CH2:8][CH2:7][CH2:6][CH2:5][CH2:4][C:3]([OH:33])=[O:2])=[O:11])[C:16]=1[CH3:17]. The catalyst class is: 6.